From a dataset of Full USPTO retrosynthesis dataset with 1.9M reactions from patents (1976-2016). Predict the reactants needed to synthesize the given product. (1) The reactants are: [NH2:1][C@H:2]1[CH2:7][CH2:6][C@@H:5]([N:8]([CH:10]([CH3:12])[CH3:11])[CH3:9])[CH2:4][C@H:3]1[CH2:13][CH:14]([OH:18])[CH:15]([CH3:17])[CH3:16].C(N(C(C)C)CC)(C)C.[F:28][C:29]([F:44])([F:43])[C:30]1[CH:31]=[C:32]([CH:40]=[CH:41][CH:42]=1)[C:33]([NH:35][CH2:36][C:37]([OH:39])=[O:38])=[O:34].F[B-](F)(F)F.N1(OC(N(C)C)=[N+](C)C)C2C=CC=CC=2N=N1. Given the product [OH:18][C@@H:14]([CH:15]([CH3:17])[CH3:16])[CH2:13][C@@H:3]1[CH2:4][C@H:5]([N:8]([CH:10]([CH3:12])[CH3:11])[CH3:9])[CH2:6][CH2:7][C@@H:2]1[NH:1][C:37](=[O:38])[CH2:36][NH:35][C:33](=[O:34])[C:32]1[CH:40]=[CH:41][CH:42]=[C:30]([C:29]([F:28])([F:44])[F:43])[CH:31]=1.[OH:18][C@H:14]([CH:15]([CH3:17])[CH3:16])[CH2:13][C@@H:3]1[CH2:4][C@H:5]([N:8]([CH:10]([CH3:11])[CH3:12])[CH3:9])[CH2:6][CH2:7][C@@H:2]1[NH:1][C:37](=[O:39])[CH2:36][NH:35][C:33](=[O:34])[C:32]1[CH:40]=[CH:41][CH:42]=[C:30]([C:29]([F:28])([F:44])[F:43])[CH:31]=1, predict the reactants needed to synthesize it. (2) Given the product [CH3:23][N:24]([CH3:31])[CH2:25]/[CH:26]=[CH:27]/[C:28]([N:12]1[CH2:11][CH2:10][C:9]2[C:5]3[C:4]([NH:14][C:15]4[CH:16]=[C:17]([OH:21])[CH:18]=[CH:19][CH:20]=4)=[N:3][CH:2]=[N:1][C:6]=3[S:7][C:8]=2[CH2:13]1)=[O:29], predict the reactants needed to synthesize it. The reactants are: [N:1]1[C:6]2[S:7][C:8]3[CH2:13][NH:12][CH2:11][CH2:10][C:9]=3[C:5]=2[C:4]([NH:14][C:15]2[CH:16]=[C:17]([OH:21])[CH:18]=[CH:19][CH:20]=2)=[N:3][CH:2]=1.Cl.[CH3:23][N:24]([CH3:31])[CH2:25]/[CH:26]=[CH:27]/[C:28](O)=[O:29].